This data is from Reaction yield outcomes from USPTO patents with 853,638 reactions. The task is: Predict the reaction yield, written as a fraction of the theoretical maximum amount of product (1.0 means a 100% yield; for example, 0.34 means a 34% yield). (1) The reactants are [F:1][C:2]1[CH:3]=[CH:4][C:5]([CH3:12])=[C:6]([S:8](Cl)(=[O:10])=[O:9])[CH:7]=1.[CH3:13][NH:14][CH3:15]. The catalyst is O1CCCC1. The product is [F:1][C:2]1[CH:3]=[CH:4][C:5]([CH3:12])=[C:6]([S:8]([N:14]([CH3:15])[CH3:13])(=[O:10])=[O:9])[CH:7]=1. The yield is 0.900. (2) The product is [Cl:1][C:2]1[C:3]([CH2:11][C:12]([O:14][CH2:15][CH3:16])=[O:13])=[N:4][CH:5]=[C:6]([N+:8]([O-:10])=[O:9])[CH:7]=1. The reactants are [Cl:1][C:2]1[C:3]([CH:11](C(OCC)=O)[C:12]([O:14][C:15](C)(C)[CH3:16])=[O:13])=[N:4][CH:5]=[C:6]([N+:8]([O-:10])=[O:9])[CH:7]=1.C(O)(C(F)(F)F)=O. The catalyst is C(Cl)Cl. The yield is 0.810. (3) The reactants are C([N+](CCCC)(CCCC)CCCC)CCC.[P:18]([O:22][CH2:23][C@@H:24]1[C@@H:28]([O:29][P:30]([O:33][CH2:34][C@@H:35]2[C@@H:39]([OH:40])[C@@H:38]([OH:41])[C@H:37]([N:42]3[CH:50]=[N:49][C:48]4[C:43]3=[N:44][CH:45]=[N:46][C:47]=4[NH2:51])[O:36]2)([OH:32])=[O:31])[CH2:27][C@H:26]([N:52]2[CH:57]=[CH:56][C:55]([NH2:58])=[N:54][C:53]2=[O:59])[O:25]1)([OH:21])([OH:20])=[O:19].[N:60]([CH2:63][CH2:64][CH2:65][CH2:66][C@H:67]([NH:74][C:75]([O:77][C:78]([CH3:81])([CH3:80])[CH3:79])=[O:76])[C:68](OCC#N)=[O:69])=[N+:61]=[N-:62]. The catalyst is O.O1CCCC1. The product is [N:60]([CH2:63][CH2:64][CH2:65][CH2:66][C@@H:67]([NH:74][C:75]([O:77][C:78]([CH3:81])([CH3:80])[CH3:79])=[O:76])[C:68]([O:40][C@H:39]1[C@@H:38]([OH:41])[C@H:37]([N:42]2[CH:50]=[N:49][C:48]3[C:43]2=[N:44][CH:45]=[N:46][C:47]=3[NH2:51])[O:36][C@H:35]1[CH2:34][O:33][P:30]([O:29][C@H:28]1[CH2:27][C@H:26]([N:52]2[CH:57]=[CH:56][C:55]([NH2:58])=[N:54][C:53]2=[O:59])[O:25][C@@H:24]1[CH2:23][O:22][P:18]([OH:21])([OH:20])=[O:19])([OH:32])=[O:31])=[O:69])=[N+:61]=[N-:62]. The yield is 0.280.